Dataset: Reaction yield outcomes from USPTO patents with 853,638 reactions. Task: Predict the reaction yield, written as a fraction of the theoretical maximum amount of product (1.0 means a 100% yield; for example, 0.34 means a 34% yield). The reactants are [CH3:1][C:2]([NH:14][C:15]1[C:16](=[O:41])[N:17]([C:30]2[CH:35]=[CH:34][C:33]([O:36][C:37]([F:40])([F:39])[F:38])=[CH:32][CH:31]=2)[CH:18]([C:20]2[CH:25]=[CH:24][CH:23]=[C:22]([C:26]([F:29])([F:28])[F:27])[CH:21]=2)[CH:19]=1)([C:4]1[CH:9]=[CH:8][CH:7]=[C:6]([C:10]([F:13])([F:12])[F:11])[N:5]=1)[CH3:3].C([BH3-])#N.[Na+].C(=O)(O)[O-].[Na+].C(OCC)(=O)C. The catalyst is C(O)(=O)C. The product is [CH3:3][C:2]([NH:14][CH:15]1[CH2:19][CH:18]([C:20]2[CH:25]=[CH:24][CH:23]=[C:22]([C:26]([F:27])([F:28])[F:29])[CH:21]=2)[N:17]([C:30]2[CH:31]=[CH:32][C:33]([O:36][C:37]([F:38])([F:40])[F:39])=[CH:34][CH:35]=2)[C:16]1=[O:41])([C:4]1[CH:9]=[CH:8][CH:7]=[C:6]([C:10]([F:11])([F:12])[F:13])[N:5]=1)[CH3:1]. The yield is 0.430.